This data is from Reaction yield outcomes from USPTO patents with 853,638 reactions. The task is: Predict the reaction yield, written as a fraction of the theoretical maximum amount of product (1.0 means a 100% yield; for example, 0.34 means a 34% yield). (1) The reactants are C([O:5][C:6]([C:8]1[C:16]2[C:11](=[CH:12][C:13]([C:17]3(O)[CH2:22][CH2:21][O:20][CH2:19][CH2:18]3)=[CH:14][CH:15]=2)[NH:10][N:9]=1)=[O:7])(C)(C)C.C([SiH](CC)CC)C.ClCCl. The catalyst is FC(F)(F)C(O)=O. The product is [O:20]1[CH2:21][CH2:22][CH:17]([C:13]2[CH:12]=[C:11]3[C:16]([C:8]([C:6]([OH:7])=[O:5])=[N:9][NH:10]3)=[CH:15][CH:14]=2)[CH2:18][CH2:19]1. The yield is 0.600. (2) The reactants are C([O:8][C:9]1[CH:18]=[C:17]2[C:12]([C:13]([O:19][C:20]3[C:21]([C:28]4[CH:33]=[CH:32][CH:31]=[CH:30][N:29]=4)=[N:22][C:23]([CH3:27])=[C:24]([CH3:26])[CH:25]=3)=[CH:14][CH:15]=[N:16]2)=[CH:11][C:10]=1[O:34][CH3:35])C1C=CC=CC=1.CS(O)(=O)=O. The catalyst is FC(F)(F)C(O)=O. The product is [CH3:26][C:24]1[CH:25]=[C:20]([O:19][C:13]2[C:12]3[C:17](=[CH:18][C:9]([OH:8])=[C:10]([O:34][CH3:35])[CH:11]=3)[N:16]=[CH:15][CH:14]=2)[C:21]([C:28]2[CH:33]=[CH:32][CH:31]=[CH:30][N:29]=2)=[N:22][C:23]=1[CH3:27]. The yield is 1.00. (3) The reactants are [Br:1][C:2]1[C:3]([C:15]([F:18])([F:17])[F:16])=[C:4]2[C:9](=[C:10]([O:12]C)[CH:11]=1)[N:8]=[CH:7][NH:6][C:5]2=[O:14].B(Br)(Br)Br. The catalyst is ClCCl. The product is [Br:1][C:2]1[C:3]([C:15]([F:17])([F:18])[F:16])=[C:4]2[C:9](=[C:10]([OH:12])[CH:11]=1)[N:8]=[CH:7][NH:6][C:5]2=[O:14]. The yield is 0.130. (4) The reactants are [F:1][C:2]1[CH:28]=[CH:27][C:5]([O:6][C:7]2[CH:8]=[C:9]([N:13]3[CH2:18][C@@H:17]4[CH2:19][C@H:14]3[CH2:15][N:16]4C(OC(C)(C)C)=O)[CH:10]=[N:11][CH:12]=2)=[CH:4][CH:3]=1.[ClH:29]. The catalyst is C(OCC)(=O)C. The product is [ClH:29].[ClH:29].[F:1][C:2]1[CH:28]=[CH:27][C:5]([O:6][C:7]2[CH:8]=[C:9]([N:13]3[CH2:18][C@@H:17]4[CH2:19][C@H:14]3[CH2:15][NH:16]4)[CH:10]=[N:11][CH:12]=2)=[CH:4][CH:3]=1. The yield is 1.00. (5) The reactants are [NH2:1][CH2:2][C@H:3]([OH:6])[CH2:4][OH:5].CCN(CC)CC.[Cl:14][CH2:15][C:16](Cl)=[O:17]. The catalyst is CO.CC#N. The product is [Cl:14][CH2:15][C:16]([NH:1][CH2:2][C@H:3]([OH:6])[CH2:4][OH:5])=[O:17]. The yield is 0.920. (6) The reactants are [Br:1][C:2]1[CH:10]=[CH:9][C:5]([C:6]([OH:8])=[O:7])=[C:4]([Cl:11])[CH:3]=1.C(OC(O[C:15]([CH3:18])([CH3:17])[CH3:16])=O)(O[C:15]([CH3:18])([CH3:17])[CH3:16])=O. The catalyst is C1COCC1.CN(C1C=CN=CC=1)C.CCOC(C)=O. The product is [Br:1][C:2]1[CH:10]=[CH:9][C:5]([C:6]([O:8][C:15]([CH3:18])([CH3:17])[CH3:16])=[O:7])=[C:4]([Cl:11])[CH:3]=1. The yield is 0.510.